This data is from Peptide-MHC class II binding affinity with 134,281 pairs from IEDB. The task is: Regression. Given a peptide amino acid sequence and an MHC pseudo amino acid sequence, predict their binding affinity value. This is MHC class II binding data. (1) The peptide sequence is EKKYFNATQFEPLAA. The MHC is HLA-DQA10301-DQB10302 with pseudo-sequence HLA-DQA10301-DQB10302. The binding affinity (normalized) is 0.329. (2) The peptide sequence is YDVFLANVSTVLTGK. The MHC is DRB1_0802 with pseudo-sequence DRB1_0802. The binding affinity (normalized) is 0.731. (3) The MHC is DRB1_0701 with pseudo-sequence DRB1_0701. The peptide sequence is IEPIVATNWQKLEAFWHKHM. The binding affinity (normalized) is 0.533. (4) The peptide sequence is EYLNKIQNSLSTEWSPCSVT. The MHC is HLA-DQA10101-DQB10501 with pseudo-sequence HLA-DQA10101-DQB10501. The binding affinity (normalized) is 0.337.